From a dataset of Full USPTO retrosynthesis dataset with 1.9M reactions from patents (1976-2016). Predict the reactants needed to synthesize the given product. (1) Given the product [Cl:1][C:2]([Cl:7])([Cl:6])[C:3]([C:10]1[N:9]([CH3:8])[CH:13]=[CH:12][CH:11]=1)=[O:4], predict the reactants needed to synthesize it. The reactants are: [Cl:1][C:2]([Cl:7])([Cl:6])[C:3](Cl)=[O:4].[CH3:8][N:9]1[CH:13]=[CH:12][CH:11]=[CH:10]1. (2) The reactants are: [CH2:1]([O:3][C:4](=[O:19])[CH:5]=[CH:6][C:7]1[CH:12]=[CH:11][C:10]([C:13]2[N:14]=[C:15]([NH2:18])[S:16][CH:17]=2)=[CH:9][CH:8]=1)[CH3:2].[C:20](OC(=O)C)(=[O:22])[CH3:21].C(N(CC)CC)C. Given the product [CH2:1]([O:3][C:4](=[O:19])[CH:5]=[CH:6][C:7]1[CH:8]=[CH:9][C:10]([C:13]2[N:14]=[C:15]([NH:18][C:20](=[O:22])[CH3:21])[S:16][CH:17]=2)=[CH:11][CH:12]=1)[CH3:2], predict the reactants needed to synthesize it.